This data is from Full USPTO retrosynthesis dataset with 1.9M reactions from patents (1976-2016). The task is: Predict the reactants needed to synthesize the given product. (1) Given the product [CH3:1][C:2]1([CH3:28])[CH2:6][C:5]2[C:7]([CH3:27])=[C:8]([N:13]3[CH2:18][CH2:17][N:16]([C:19]4[CH:20]=[CH:21][C:22]([CH2:23][NH2:24])=[CH:25][CH:26]=4)[CH2:15][CH2:14]3)[C:9]([CH3:12])=[C:10]([CH3:11])[C:4]=2[O:3]1, predict the reactants needed to synthesize it. The reactants are: [CH3:1][C:2]1([CH3:28])[CH2:6][C:5]2[C:7]([CH3:27])=[C:8]([N:13]3[CH2:18][CH2:17][N:16]([C:19]4[CH:26]=[CH:25][C:22]([C:23]#[N:24])=[CH:21][CH:20]=4)[CH2:15][CH2:14]3)[C:9]([CH3:12])=[C:10]([CH3:11])[C:4]=2[O:3]1.[H-].[Al+3].[Li+].[H-].[H-].[H-].S([O-])([O-])(=O)=O.[Na+].[Na+]. (2) Given the product [CH:1]([N:3]([CH2:23][C:24](=[O:26])[CH3:25])[C:4]1[CH:13]=[CH:12][C:7]([C:8]([O:10][CH3:11])=[O:9])=[CH:6][C:5]=1[O:14][CH3:15])=[O:2], predict the reactants needed to synthesize it. The reactants are: [CH:1]([NH:3][C:4]1[CH:13]=[CH:12][C:7]([C:8]([O:10][CH3:11])=[O:9])=[CH:6][C:5]=1[O:14][CH3:15])=[O:2].C(=O)([O-])[O-].[Cs+].[Cs+].Cl[CH2:23][C:24](=[O:26])[CH3:25].C(OCC)(=O)C. (3) Given the product [Br:22][C:17]1[C:18]([CH3:21])=[N:19][O:20][C:16]=1[NH:15][S:2]([C:5]1[S:6][C:7]([C:10]2[S:11][CH:12]=[CH:13][CH:14]=2)=[CH:8][CH:9]=1)(=[O:4])=[O:3], predict the reactants needed to synthesize it. The reactants are: Cl[S:2]([C:5]1[S:6][C:7]([C:10]2[S:11][CH:12]=[CH:13][CH:14]=2)=[CH:8][CH:9]=1)(=[O:4])=[O:3].[NH2:15][C:16]1[O:20][N:19]=[C:18]([CH3:21])[C:17]=1[Br:22]. (4) Given the product [NH2:11][C:12]1[C:13]([CH3:21])=[C:14]([C:2]2[N:7]=[C:6]([NH2:8])[N:5]=[C:4]([NH:9][CH3:10])[CH:3]=2)[CH:15]=[CH:16][CH:17]=1, predict the reactants needed to synthesize it. The reactants are: Cl[C:2]1[N:7]=[C:6]([NH2:8])[N:5]=[C:4]([NH:9][CH3:10])[CH:3]=1.[NH2:11][C:12]1[C:13]([CH3:21])=[C:14](B(O)O)[CH:15]=[CH:16][CH:17]=1.C(=O)([O-])[O-].[Na+].[Na+].O1CCOCC1. (5) Given the product [CH2:1]([O:8][C:9]1[CH:10]=[CH:11][C:12]([CH:15]2[C:20]([CH3:22])([CH3:21])[O:19][C:18]([NH:23][C@H:24]([C:35]3[CH:36]=[CH:37][CH:38]=[CH:39][CH:40]=3)[CH2:25][CH2:26][OH:27])=[N:17][S:16]2(=[O:41])=[O:42])=[CH:13][CH:14]=1)[C:2]1[CH:7]=[CH:6][CH:5]=[CH:4][CH:3]=1, predict the reactants needed to synthesize it. The reactants are: [CH2:1]([O:8][C:9]1[CH:14]=[CH:13][C:12]([CH:15]2[C:20]([CH3:22])([CH3:21])[O:19][C:18]([NH:23][C@H:24]([C:35]3[CH:40]=[CH:39][CH:38]=[CH:37][CH:36]=3)[CH2:25][CH2:26][O:27][Si](C(C)(C)C)(C)C)=[N:17][S:16]2(=[O:42])=[O:41])=[CH:11][CH:10]=1)[C:2]1[CH:7]=[CH:6][CH:5]=[CH:4][CH:3]=1.Cl.[OH-].[Na+].